Predict the reactants needed to synthesize the given product. From a dataset of Full USPTO retrosynthesis dataset with 1.9M reactions from patents (1976-2016). (1) Given the product [F:33][C:31]1[CH:32]=[C:27]([CH:28]=[C:29]([CH2:34][NH:35][C:4](=[O:6])[C:3]2[CH:7]=[CH:8][C:9]([C:11]([F:14])([F:13])[F:12])=[CH:10][C:2]=2[CH3:1])[CH:30]=1)[O:26][C:23]1[CH:24]=[CH:25][C:20]([CH2:19][CH2:18][C:17]([OH:37])=[O:16])=[C:21]([CH3:36])[CH:22]=1, predict the reactants needed to synthesize it. The reactants are: [CH3:1][C:2]1[CH:10]=[C:9]([C:11]([F:14])([F:13])[F:12])[CH:8]=[CH:7][C:3]=1[C:4]([OH:6])=O.C[O:16][C:17](=[O:37])[CH2:18][CH2:19][C:20]1[CH:25]=[CH:24][C:23]([O:26][C:27]2[CH:32]=[C:31]([F:33])[CH:30]=[C:29]([CH2:34][NH2:35])[CH:28]=2)=[CH:22][C:21]=1[CH3:36]. (2) Given the product [C:16]([O:15][C:13](=[O:14])[NH:11][C@@H:9]([C:6]1[CH:7]=[CH:8][C:3]([Br:2])=[CH:4][C:5]=1[F:12])[CH3:10])([CH3:19])([CH3:18])[CH3:17], predict the reactants needed to synthesize it. The reactants are: Cl.[Br:2][C:3]1[CH:8]=[CH:7][C:6]([C@H:9]([NH2:11])[CH3:10])=[C:5]([F:12])[CH:4]=1.[C:13](O[C:13]([O:15][C:16]([CH3:19])([CH3:18])[CH3:17])=[O:14])([O:15][C:16]([CH3:19])([CH3:18])[CH3:17])=[O:14].C(N(CC)CC)C.O. (3) Given the product [F:1][C:2]1[CH:15]=[CH:14][CH:13]=[C:12]([F:16])[C:3]=1[C@H:4]([NH:5][S@:6]([C:8]([CH3:11])([CH3:10])[CH3:9])=[O:7])[CH:17]=[CH2:18], predict the reactants needed to synthesize it. The reactants are: [F:1][C:2]1[CH:15]=[CH:14][CH:13]=[C:12]([F:16])[C:3]=1[CH:4]=[N:5][S@:6]([C:8]([CH3:11])([CH3:10])[CH3:9])=[O:7].[CH:17]([Mg]Br)=[CH2:18].